Task: Predict which catalyst facilitates the given reaction.. Dataset: Catalyst prediction with 721,799 reactions and 888 catalyst types from USPTO (1) Reactant: C(OC(=O)[N:7]=[C:8]1[N:12]([CH2:13][C:14]2[CH:19]=[CH:18][CH:17]=[C:16]([Br:20])[CH:15]=2)[C:11]2[CH:21]=[CH:22][CH:23]=[CH:24][C:10]=2[N:9]1[CH2:25][CH2:26][CH2:27][O:28][C:29]1[CH:34]=[CH:33][CH:32]=[C:31]([C:35]([NH:37][S:38]([CH3:41])(=[O:40])=[O:39])=[O:36])[CH:30]=1)(C)(C)C.Cl. Product: [Br:20][C:16]1[CH:15]=[C:14]([CH:19]=[CH:18][CH:17]=1)[CH2:13][N:12]1[C:11]2[CH:21]=[CH:22][CH:23]=[CH:24][C:10]=2[N:9]([CH2:25][CH2:26][CH2:27][O:28][C:29]2[CH:30]=[C:31]([CH:32]=[CH:33][CH:34]=2)[C:35]([NH:37][S:38]([CH3:41])(=[O:40])=[O:39])=[O:36])[C:8]1=[NH:7]. The catalyst class is: 5. (2) Product: [OH:2][C:3]1[CH:4]=[CH:5][C:6]([N:9]2[C:17]3[CH:16]=[CH:15][CH:14]=[C:13]([OH:18])[C:12]=3[CH:11]=[N:10]2)=[CH:7][CH:8]=1. Reactant: C[O:2][C:3]1[CH:8]=[CH:7][C:6]([N:9]2[C:17]3[C:12](=[C:13]([O:18]CC4C=CC=CC=4)[CH:14]=[CH:15][CH:16]=3)[CH:11]=[N:10]2)=[CH:5][CH:4]=1.B(Br)(Br)Br. The catalyst class is: 2. (3) Reactant: [CH3:1][C@H:2]1[O:7][C@@H:6]([CH3:8])[CH2:5][NH:4][CH2:3]1.[CH2:9]=O.C[Si]([N:15]=[N+:16]=[N-:17])(C)C.[F:18][C:19]([F:29])([F:28])[C:20]1[CH:25]=[CH:24][C:23]([N+:26]#[C-:27])=[CH:22][CH:21]=1. Product: [CH3:8][C@H:6]1[O:7][C@@H:2]([CH3:1])[CH2:3][N:4]([CH2:9][C:27]2[N:26]([C:23]3[CH:22]=[CH:21][C:20]([C:19]([F:28])([F:29])[F:18])=[CH:25][CH:24]=3)[N:17]=[N:16][N:15]=2)[CH2:5]1. The catalyst class is: 5. (4) Reactant: [CH:1]1([CH2:6][C@H:7]([CH2:11][N:12]([CH:21]=[O:22])[O:13][CH2:14][C:15]2[CH:20]=[CH:19][CH:18]=[CH:17][CH:16]=2)[C:8]([OH:10])=O)[CH2:5][CH2:4][CH2:3][CH2:2]1.[CH3:23][C@H:24]1[N:29]([CH3:30])[CH2:28][CH2:27][N:26]([C:31]2[C:36]([F:37])=[C:35]([NH:38][NH2:39])[N:34]=[C:33]([CH3:40])[N:32]=2)[CH2:25]1.CN1CCOCC1.C1C=NC2N(O)N=NC=2C=1.C(Cl)CCl. Product: [CH:1]1([CH2:6][C@@H:7]([C:8]([NH:39][NH:38][C:35]2[C:36]([F:37])=[C:31]([N:26]3[CH2:27][CH2:28][N:29]([CH3:30])[C@H:24]([CH3:23])[CH2:25]3)[N:32]=[C:33]([CH3:40])[N:34]=2)=[O:10])[CH2:11][N:12]([O:13][CH2:14][C:15]2[CH:20]=[CH:19][CH:18]=[CH:17][CH:16]=2)[CH:21]=[O:22])[CH2:2][CH2:3][CH2:4][CH2:5]1. The catalyst class is: 3.